Dataset: Forward reaction prediction with 1.9M reactions from USPTO patents (1976-2016). Task: Predict the product of the given reaction. (1) The product is: [C:19]([CH2:18][C@@H:14]([C:8]1[CH:13]=[CH:12][CH:11]=[CH:10][CH:9]=1)[C:15]([OH:17])=[O:16])(=[S:26])[C:20]1[CH:25]=[CH:24][CH:23]=[CH:22][CH:21]=1. Given the reactants C([O-])(=O)C(C)=C.[Na+].[C:8]1([C:14](=[CH2:18])[C:15]([OH:17])=[O:16])[CH:13]=[CH:12][CH:11]=[CH:10][CH:9]=1.[C:19](O)(=[S:26])[C:20]1[CH:25]=[CH:24][CH:23]=[CH:22][CH:21]=1, predict the reaction product. (2) Given the reactants Br[C:2]1[CH:3]=[CH:4][C:5]2[N:9]=[CH:8][N:7]([C:10]3[CH:15]=[CH:14][C:13]([Cl:16])=[CH:12][CH:11]=3)[C:6]=2[CH:17]=1.[F:18][C:19]1[CH:24]=[CH:23][C:22]([N:25]2[C:29](B(O)O)=[CH:28][CH:27]=[N:26]2)=[CH:21][CH:20]=1, predict the reaction product. The product is: [Cl:16][C:13]1[CH:14]=[CH:15][C:10]([N:7]2[C:6]3[CH:17]=[C:2]([C:29]4[N:25]([C:22]5[CH:23]=[CH:24][C:19]([F:18])=[CH:20][CH:21]=5)[N:26]=[CH:27][CH:28]=4)[CH:3]=[CH:4][C:5]=3[N:9]=[CH:8]2)=[CH:11][CH:12]=1. (3) Given the reactants Cl[C:2]1[C:3]2[C:16]3[CH2:17][CH2:18][CH2:19][CH2:20][C:15]=3[S:14][C:4]=2[N:5]=[C:6]([C:8]2[CH:13]=[CH:12][N:11]=[CH:10][CH:9]=2)[N:7]=1.C(OC(=O)[NH:27][CH2:28][CH2:29][NH2:30])(C)(C)C.CCN(CC)CC, predict the reaction product. The product is: [N:11]1[CH:12]=[CH:13][C:8]([C:6]2[N:7]=[C:2]([NH:27][CH2:28][CH2:29][NH2:30])[C:3]3[C:16]4[CH2:17][CH2:18][CH2:19][CH2:20][C:15]=4[S:14][C:4]=3[N:5]=2)=[CH:9][CH:10]=1. (4) Given the reactants [CH3:1][O:2][C:3]1[CH:43]=[CH:42][C:6]([CH2:7][N:8]([CH2:33][C:34]2[CH:39]=[CH:38][C:37]([O:40][CH3:41])=[CH:36][CH:35]=2)[C:9]2[N:14]=[C:13]([CH3:15])[N:12]=[C:11]([C:16]3[CH:17]=[C:18]([CH2:31][OH:32])[CH:19]=[N:20][C:21]=3[NH:22][C:23]3[CH:24]=[N:25][C:26]([O:29][CH3:30])=[CH:27][CH:28]=3)[N:10]=2)=[CH:5][CH:4]=1.C(N(CC)CC)C.[CH3:51][S:52](Cl)(=[O:54])=[O:53].O, predict the reaction product. The product is: [CH3:51][S:52]([O:32][CH2:31][C:18]1[CH:19]=[N:20][C:21]([NH:22][C:23]2[CH:24]=[N:25][C:26]([O:29][CH3:30])=[CH:27][CH:28]=2)=[C:16]([C:11]2[N:10]=[C:9]([N:8]([CH2:7][C:6]3[CH:5]=[CH:4][C:3]([O:2][CH3:1])=[CH:43][CH:42]=3)[CH2:33][C:34]3[CH:35]=[CH:36][C:37]([O:40][CH3:41])=[CH:38][CH:39]=3)[N:14]=[C:13]([CH3:15])[N:12]=2)[CH:17]=1)(=[O:54])=[O:53]. (5) Given the reactants C[N:2]1[CH:7]=[C:6]([Cl:8])[CH:5](I)[C:4](=[O:10])[NH:3]1.[CH2:11]([Sn](CCCC)(CCCC)C#CC)[CH2:12][CH2:13]C.O1CCOC[CH2:28]1, predict the reaction product. The product is: [Cl:8][C:6]1[CH:7]=[N:2][N:3]([CH3:28])[C:4](=[O:10])[C:5]=1[C:11]#[C:12][CH3:13]. (6) Given the reactants [Na].C(=O)(O)O.[Cl:6][C:7]1[CH:12]=[CH:11][C:10]([NH:13][C:14]([NH2:16])=[NH:15])=[CH:9][CH:8]=1.CN(C)/[CH:19]=[CH:20]/[C:21]([C:23]1[S:27][C:26]([C:28]([NH:30][CH2:31][C:32]2[CH:37]=[CH:36][CH:35]=[CH:34][CH:33]=2)=[O:29])=[CH:25][CH:24]=1)=O.[O-]CC.[Na+], predict the reaction product. The product is: [Cl:6][C:7]1[CH:8]=[CH:9][C:10]([NH:13][C:14]2[N:16]=[C:21]([C:23]3[S:27][C:26]([C:28]([NH:30][CH2:31][C:32]4[CH:33]=[CH:34][CH:35]=[CH:36][CH:37]=4)=[O:29])=[CH:25][CH:24]=3)[CH:20]=[CH:19][N:15]=2)=[CH:11][CH:12]=1. (7) The product is: [N:31]1[CH:32]=[CH:33][CH:34]=[CH:35][C:30]=1[NH:28][NH:29][C:25]([C:7]1[CH:6]=[CH:5][C:4]2[C:3]3([CH2:1][CH3:2])[CH:12]([CH2:13][C:14]([OH:24])([C:19]4[S:20][CH:21]=[CH:22][N:23]=4)[C:15]([OH:18])([CH3:17])[CH2:16]3)[CH2:11][CH2:10][C:9]=2[CH:8]=1)=[O:26]. Given the reactants [CH2:1]([C:3]12[CH2:16][C:15]([OH:18])([CH3:17])[C:14]([OH:24])([C:19]3[S:20][CH:21]=[CH:22][N:23]=3)[CH2:13][CH:12]1[CH2:11][CH2:10][C:9]1[CH:8]=[C:7]([C:25](O)=[O:26])[CH:6]=[CH:5][C:4]2=1)[CH3:2].[NH:28]([C:30]1[CH:35]=[CH:34][CH:33]=[CH:32][N:31]=1)[NH2:29].C(Cl)CCl.ON1C2C=CC=CC=2N=N1, predict the reaction product.